From a dataset of Forward reaction prediction with 1.9M reactions from USPTO patents (1976-2016). Predict the product of the given reaction. (1) Given the reactants C1(S)C=CC=CC=1.C(N(CC)CC)C.[N:15]([CH2:18][C:19]1[CH:26]=[CH:25][C:22]([C:23]#[N:24])=[C:21]([F:27])[CH:20]=1)=[N+]=[N-], predict the reaction product. The product is: [NH2:15][CH2:18][C:19]1[CH:26]=[CH:25][C:22]([C:23]#[N:24])=[C:21]([F:27])[CH:20]=1. (2) Given the reactants [Cl:1][C:2]1[CH:3]=[C:4]([C:9]2([C:32]([F:35])([F:34])[F:33])[O:13][N:12]=[C:11]([C:14]3[CH:19]=[CH:18][C:17]([C:20]4([F:31])[CH2:23][N:22](C(OC(C)(C)C)=O)[CH2:21]4)=[CH:16][CH:15]=3)[CH2:10]2)[CH:5]=[C:6]([Cl:8])[CH:7]=1.Cl.C(Cl)Cl, predict the reaction product. The product is: [Cl:1][C:2]1[CH:3]=[C:4]([C:9]2([C:32]([F:33])([F:35])[F:34])[O:13][N:12]=[C:11]([C:14]3[CH:19]=[CH:18][C:17]([C:20]4([F:31])[CH2:23][NH:22][CH2:21]4)=[CH:16][CH:15]=3)[CH2:10]2)[CH:5]=[C:6]([Cl:8])[CH:7]=1. (3) Given the reactants C(NC(C)C)(C)C.[C:8]([O:12][C:13]([N:15]1[CH2:20][CH2:19][C:18](=O)[CH2:17][CH2:16]1)=[O:14])([CH3:11])([CH3:10])[CH3:9].[C:22]([O:26][C:27]([NH:29][CH:30]([CH2:33][O:34][Si:35]([C:48]([CH3:51])([CH3:50])[CH3:49])([C:42]1[CH:47]=[CH:46][CH:45]=[CH:44][CH:43]=1)[C:36]1[CH:41]=[CH:40][CH:39]=[CH:38][CH:37]=1)[CH:31]=O)=[O:28])([CH3:25])([CH3:24])[CH3:23].Cl.C(=O)(O)[O-].[Na+], predict the reaction product. The product is: [C:22]([O:26][C:27]([N:29]1[C:18]2[CH2:19][CH2:20][N:15]([C:13]([O:12][C:8]([CH3:11])([CH3:10])[CH3:9])=[O:14])[CH2:16][C:17]=2[CH:31]=[C:30]1[CH2:33][O:34][Si:35]([C:48]([CH3:51])([CH3:50])[CH3:49])([C:36]1[CH:41]=[CH:40][CH:39]=[CH:38][CH:37]=1)[C:42]1[CH:43]=[CH:44][CH:45]=[CH:46][CH:47]=1)=[O:28])([CH3:25])([CH3:23])[CH3:24]. (4) The product is: [F:23][C:24]1[N:32]=[CH:31][CH:30]=[CH:29][C:25]=1[C:26]([N:9]([O:8][CH3:4])[CH3:10])=[O:27]. Given the reactants CN([C:4]([O:8][N:9]1N=NC2C=CC=C[C:10]1=2)=[N+](C)C)C.[B-](F)(F)(F)F.[F:23][C:24]1[N:32]=[CH:31][CH:30]=[CH:29][C:25]=1[C:26](O)=[O:27].Cl.CONC.C(N(C(C)C)CC)(C)C, predict the reaction product.